Dataset: Reaction yield outcomes from USPTO patents with 853,638 reactions. Task: Predict the reaction yield, written as a fraction of the theoretical maximum amount of product (1.0 means a 100% yield; for example, 0.34 means a 34% yield). (1) The reactants are Br[C:2]1[C:10]2[S:9][CH:8]=[N:7][C:6]=2[CH:5]=[C:4]([N+:11]([O-:13])=[O:12])[CH:3]=1.[CH2:14]([Sn](CC)(CC)CC)[CH3:15]. The catalyst is CCOC(C)=O. The product is [CH2:14]([C:2]1[C:10]2[S:9][CH:8]=[N:7][C:6]=2[CH:5]=[C:4]([N+:11]([O-:13])=[O:12])[CH:3]=1)[CH3:15]. The yield is 0.750. (2) The reactants are [CH3:1][C:2]1[C:3]([C:16]2[CH:21]=[CH:20][CH:19]=[CH:18][CH:17]=2)=[N:4][C:5]2[C:10]([N:11]=1)=[CH:9][C:8]([C:12]([O:14]C)=[O:13])=[CH:7][CH:6]=2.[Li+].[OH-]. The catalyst is O1CCOCC1.O. The product is [CH3:1][C:2]1[C:3]([C:16]2[CH:21]=[CH:20][CH:19]=[CH:18][CH:17]=2)=[N:4][C:5]2[C:10]([N:11]=1)=[CH:9][C:8]([C:12]([OH:14])=[O:13])=[CH:7][CH:6]=2. The yield is 0.330. (3) The reactants are C(N(CC)CC)C.[CH3:8][S:9](Cl)(=[O:11])=[O:10].[OH:13][CH2:14][CH:15]1[O:19][C:18](=[O:20])[N:17]([C:21]2[CH:30]=[C:29]3[C:24]([CH:25]=[C:26]([C:32]4[CH:37]=[CH:36][CH:35]=[CH:34][C:33]=4[C:38]([F:41])([F:40])[F:39])[NH:27][C:28]3=[O:31])=[CH:23][CH:22]=2)[CH2:16]1.[Cl-].[NH4+]. The catalyst is C(Cl)Cl.CO.CCCCCC. The product is [CH3:8][S:9]([O:13][CH2:14][CH:15]1[O:19][C:18](=[O:20])[N:17]([C:21]2[CH:30]=[C:29]3[C:24]([CH:25]=[C:26]([C:32]4[CH:37]=[CH:36][CH:35]=[CH:34][C:33]=4[C:38]([F:40])([F:39])[F:41])[NH:27][C:28]3=[O:31])=[CH:23][CH:22]=2)[CH2:16]1)(=[O:11])=[O:10]. The yield is 0.760. (4) The reactants are [NH2:1][C:2]1[CH:3]=[C:4]([CH:8]=[C:9]([Cl:12])[C:10]=1[NH2:11])[C:5]([O-:7])=[O:6].[CH:13](O)=O.[OH-].[K+]. The catalyst is O. The product is [Cl:12][C:9]1[C:10]2[N:11]=[CH:13][NH:1][C:2]=2[CH:3]=[C:4]([C:5]([OH:7])=[O:6])[CH:8]=1. The yield is 0.370. (5) The reactants are [Br:1][C:2]1[CH:3]=[C:4]([N+:9]([O-])=O)[C:5]([NH2:8])=[N:6][CH:7]=1.C(OCC)(=O)C.O.O.[Sn](Cl)(Cl)(Cl)Cl.[BH4-].[Na+]. The catalyst is CC(O)(C)C. The product is [Br:1][C:2]1[CH:3]=[C:4]([NH2:9])[C:5]([NH2:8])=[N:6][CH:7]=1. The yield is 0.380.